This data is from Full USPTO retrosynthesis dataset with 1.9M reactions from patents (1976-2016). The task is: Predict the reactants needed to synthesize the given product. (1) Given the product [Br:36][C:7]1[CH:8]=[C:9]2[C:4](=[CH:5][CH:6]=1)[NH:3][C:2]([CH3:1])=[C:10]2[S:11][C:12]1[CH:17]=[CH:16][C:15]([S:18]([CH3:21])(=[O:20])=[O:19])=[CH:14][CH:13]=1, predict the reactants needed to synthesize it. The reactants are: [CH3:1][C:2]1[N:3](CC(OC(C)(C)C)=O)[C:4]2[C:9]([C:10]=1[S:11][C:12]1[CH:17]=[CH:16][C:15]([S:18]([CH3:21])(=[O:20])=[O:19])=[CH:14][CH:13]=1)=[C:8](C1SC=CC=1)[CH:7]=[CH:6][CH:5]=2.Cl.[Br:36]C1C=CC(NN)=CC=1. (2) Given the product [C:1]([O:5][C:6]([N:8]1[CH2:15][C:14]2=[C:13]3[N:12]([N:11]=[C:10]2[CH2:9]1)[C:22]([CH3:23])=[C:18]([F:17])[C:19]([CH3:20])=[N:16]3)=[O:7])([CH3:4])([CH3:2])[CH3:3], predict the reactants needed to synthesize it. The reactants are: [C:1]([O:5][C:6]([N:8]1[CH2:15][C:14]2[C:10](=[N:11][NH:12][C:13]=2[NH2:16])[CH2:9]1)=[O:7])([CH3:4])([CH3:3])[CH3:2].[F:17][CH:18]([C:22](=O)[CH3:23])[C:19](=O)[CH3:20]. (3) Given the product [C:34]([O:33][C:31](=[O:32])[CH2:30][O:18][C:10]1[CH:11]=[CH:12][C:13]([N+:15]([O-:17])=[O:16])=[CH:14][C:9]=1[C:8](=[O:19])[NH:7][CH2:6][C:5]1[CH:20]=[CH:21][C:2]([Br:1])=[CH:3][C:4]=1[F:22])([CH3:37])([CH3:36])[CH3:35], predict the reactants needed to synthesize it. The reactants are: [Br:1][C:2]1[CH:21]=[CH:20][C:5]([CH2:6][NH:7][C:8](=[O:19])[C:9]2[CH:14]=[C:13]([N+:15]([O-:17])=[O:16])[CH:12]=[CH:11][C:10]=2[OH:18])=[C:4]([F:22])[CH:3]=1.C([O-])([O-])=O.[K+].[K+].Br[CH2:30][C:31]([O:33][C:34]([CH3:37])([CH3:36])[CH3:35])=[O:32].Cl. (4) Given the product [Br:29][CH2:26][C:21]1[CH:22]=[CH:23][CH:24]=[CH:25][C:20]=1[CH2:19][O:18][Si:1]([C:14]([CH3:17])([CH3:16])[CH3:15])([C:8]1[CH:13]=[CH:12][CH:11]=[CH:10][CH:9]=1)[C:2]1[CH:7]=[CH:6][CH:5]=[CH:4][CH:3]=1, predict the reactants needed to synthesize it. The reactants are: [Si:1]([O:18][CH2:19][C:20]1[CH:25]=[CH:24][CH:23]=[CH:22][C:21]=1[CH2:26]O)([C:14]([CH3:17])([CH3:16])[CH3:15])([C:8]1[CH:13]=[CH:12][CH:11]=[CH:10][CH:9]=1)[C:2]1[CH:7]=[CH:6][CH:5]=[CH:4][CH:3]=1.C(Br)(Br)(Br)[Br:29].C1(P(C2C=CC=CC=2)C2C=CC=CC=2)C=CC=CC=1.CCCCCC.